The task is: Predict which catalyst facilitates the given reaction.. This data is from Catalyst prediction with 721,799 reactions and 888 catalyst types from USPTO. (1) Reactant: [CH3:1][O-:2].[Na+].[Br:4][C:5]1[C:13]2[C:8](=[N:9][CH:10]=[N:11][C:12]=2Cl)[N:7]([CH2:15][O:16][CH2:17][CH2:18][Si:19]([CH3:22])([CH3:21])[CH3:20])[N:6]=1. Product: [Br:4][C:5]1[C:13]2[C:8](=[N:9][CH:10]=[N:11][C:12]=2[O:2][CH3:1])[N:7]([CH2:15][O:16][CH2:17][CH2:18][Si:19]([CH3:22])([CH3:21])[CH3:20])[N:6]=1. The catalyst class is: 5. (2) Reactant: [O:1]=[C:2]1[CH:11]=[CH:10][C:9]2[C:4](=[CH:5][N:6]=[CH:7][CH:8]=2)[N:3]1[CH2:12][CH2:13][N:14]1[CH2:19][CH2:18][CH:17]([NH:20]C(=O)OC(C)(C)C)[CH2:16][CH2:15]1.Cl.C(O)C. Product: [NH2:20][CH:17]1[CH2:18][CH2:19][N:14]([CH2:13][CH2:12][N:3]2[C:4]3[C:9](=[CH:8][CH:7]=[N:6][CH:5]=3)[CH:10]=[CH:11][C:2]2=[O:1])[CH2:15][CH2:16]1. The catalyst class is: 8. (3) Reactant: [Br:1][C:2]1[CH:10]=[C:9]2[C:5]([C:6]([C:11](=[O:13])[CH3:12])=[CH:7][NH:8]2)=[CH:4][CH:3]=1.Br[CH2:15][C:16]([O:18][C:19]([CH3:22])([CH3:21])[CH3:20])=[O:17].C(=O)([O-])[O-].[K+].[K+]. Product: [C:11]([C:6]1[C:5]2[C:9](=[CH:10][C:2]([Br:1])=[CH:3][CH:4]=2)[N:8]([CH2:15][C:16]([O:18][C:19]([CH3:22])([CH3:21])[CH3:20])=[O:17])[CH:7]=1)(=[O:13])[CH3:12]. The catalyst class is: 10. (4) Reactant: Br[C:2]1[S:3][CH:4]=[CH:5][N:6]=1.C([Mg]Cl)(C)C.[Br:12][C:13]1[CH:14]=[C:15]([CH:20]=[C:21]([CH:23]=[O:24])[CH:22]=1)[C:16]([O:18][CH3:19])=[O:17]. Product: [Br:12][C:13]1[CH:14]=[C:15]([CH:20]=[C:21]([CH:23]([OH:24])[C:2]2[S:3][CH:4]=[CH:5][N:6]=2)[CH:22]=1)[C:16]([O:18][CH3:19])=[O:17]. The catalyst class is: 1. (5) Reactant: [F:1][C:2]([F:19])([F:18])[C:3]1[CH:8]=[CH:7][C:6]([CH2:9][CH2:10][N:11]2[C:15](=[O:16])[CH2:14][O:13][C:12]2=[O:17])=[CH:5][CH:4]=1.[CH3:20][NH2:21]. Product: [F:1][C:2]([F:19])([F:18])[C:3]1[CH:8]=[CH:7][C:6]([CH2:9][CH2:10][NH:11][C:12](=[O:17])[O:13][CH2:14][C:15]([NH:21][CH3:20])=[O:16])=[CH:5][CH:4]=1. The catalyst class is: 111.